From a dataset of Catalyst prediction with 721,799 reactions and 888 catalyst types from USPTO. Predict which catalyst facilitates the given reaction. (1) Reactant: [H-].[Na+].C1C=CC(N([S:10]([C:13]([F:16])([F:15])[F:14])(=[O:12])=[O:11])[S:10]([C:13]([F:16])([F:15])[F:14])(=[O:12])=[O:11])=CC=1.[NH2:24][C:25]1[N:30]=[C:29]([CH:31]2[CH2:36][CH2:35][CH2:34][N:33]([C:37]([O:39][C:40]([CH3:43])([CH3:42])[CH3:41])=[O:38])[CH2:32]2)[CH:28]=[C:27]([C:44]2[C:49]([OH:50])=[CH:48][CH:47]=[CH:46][C:45]=2[OH:51])[N:26]=1.[Cl-].[NH4+]. Product: [NH2:24][C:25]1[N:30]=[C:29]([CH:31]2[CH2:36][CH2:35][CH2:34][N:33]([C:37]([O:39][C:40]([CH3:43])([CH3:41])[CH3:42])=[O:38])[CH2:32]2)[CH:28]=[C:27]([C:44]2[C:45]([O:51][S:10]([C:13]([F:16])([F:15])[F:14])(=[O:12])=[O:11])=[CH:46][CH:47]=[CH:48][C:49]=2[O:50][S:10]([C:13]([F:16])([F:15])[F:14])(=[O:12])=[O:11])[N:26]=1. The catalyst class is: 3. (2) Reactant: [NH:1]1CCCCC1.[Cl:7][C:8]1[CH:31]=[CH:30][C:11]([C:12]([C:14]2[C:18]([NH:19][C@H](C(OC)=O)CC([O-])=O)=[CH:17][N:16]([CH3:29])[N:15]=2)=O)=[CH:10][CH:9]=1.[C:32]([OH:35])(=O)[CH3:33].[C:36]([O:39][CH2:40]C)(=[O:38])[CH3:37]. Product: [Cl:7][C:8]1[CH:31]=[CH:30][C:11]([C:12]2[C:14]3[C:18](=[CH:17][N:16]([CH3:29])[N:15]=3)[NH:19][C:32](=[O:35])[C@H:33]([CH2:37][C:36]([O:39][CH3:40])=[O:38])[N:1]=2)=[CH:10][CH:9]=1. The catalyst class is: 1.